Dataset: Reaction yield outcomes from USPTO patents with 853,638 reactions. Task: Predict the reaction yield, written as a fraction of the theoretical maximum amount of product (1.0 means a 100% yield; for example, 0.34 means a 34% yield). (1) The reactants are [OH:1][CH2:2][C@H:3]([NH:5][C:6]([C:8]1[NH:9][C:10]([C:13]2[CH:18]=[C:17]([O:19][C:20]3[CH:21]=[N:22][C:23]([S:26]([CH3:29])(=[O:28])=[O:27])=[CH:24][CH:25]=3)[CH:16]=[C:15]([O:30][C@@H:31]([CH3:35])[CH2:32][O:33][CH3:34])[CH:14]=2)=[CH:11][CH:12]=1)=O)[CH3:4].CS(O)(=O)=O.C(N(CC)CC)C.C(=O)([O-])O.[Na+]. The catalyst is O1CCCC1. The product is [CH3:34][O:33][CH2:32][C@H:31]([CH3:35])[O:30][C:15]1[CH:16]=[C:17]([CH:18]=[C:13]([C:10]2[NH:9][C:8]([C:6]3[O:1][CH2:2][C@@H:3]([CH3:4])[N:5]=3)=[CH:12][CH:11]=2)[CH:14]=1)[O:19][C:20]1[CH:25]=[CH:24][C:23]([S:26]([CH3:29])(=[O:28])=[O:27])=[N:22][CH:21]=1. The yield is 0.850. (2) The reactants are C([O:4][CH:5]1[CH2:9][CH2:8][CH2:7][C:6]1([C:11]#[CH:12])[OH:10])(=O)C.[OH-].[Na+].Cl. The catalyst is CO.O. The product is [C:11]([C:6]1([OH:10])[CH2:7][CH2:8][CH2:9][CH:5]1[OH:4])#[CH:12]. The yield is 0.780.